From a dataset of Reaction yield outcomes from USPTO patents with 853,638 reactions. Predict the reaction yield, written as a fraction of the theoretical maximum amount of product (1.0 means a 100% yield; for example, 0.34 means a 34% yield). (1) The reactants are [OH-].[Na+].[C:3]1(=O)[O:8][C:6](=[O:7])[CH:5]=[CH:4]1. The catalyst is [Ni].[Re](O)(=O)(=O)=O.O1CCCC1. The product is [C:6]1(=[O:7])[O:8][CH2:3][CH2:4][CH2:5]1.[CH2:3]([OH:8])[CH2:4][CH2:5][CH2:6][OH:7]. The yield is 0.550. (2) The reactants are [C:1]1([CH3:14])[CH:6]=[CH:5][CH:4]=[CH:3][C:2]=1[NH:7][C:8](=O)[C:9]([CH3:12])([CH3:11])[CH3:10].[Li]CCCC.[NH4+].[Cl-]. The yield is 0.880. The product is [C:9]([C:8]1[NH:7][C:2]2[C:1]([CH:14]=1)=[CH:6][CH:5]=[CH:4][CH:3]=2)([CH3:12])([CH3:11])[CH3:10]. The catalyst is C1COCC1. (3) The reactants are C([O:3][C:4]([C:6]1[NH:7][C:8]2[C:13]([CH:14]=1)=[CH:12][C:11]([C:15]([N:17]1[CH2:23][C:22]3([CH3:25])[CH2:24][CH:18]1[CH2:19][C:20]([CH3:27])([CH3:26])[CH2:21]3)=[O:16])=[CH:10][CH:9]=2)=[O:5])C.[OH-].[Na+].Cl. The catalyst is C(O)C. The product is [CH3:25][C:22]12[CH2:24][CH:18]([N:17]([C:15]([C:11]3[CH:12]=[C:13]4[C:8](=[CH:9][CH:10]=3)[NH:7][C:6]([C:4]([OH:5])=[O:3])=[CH:14]4)=[O:16])[CH2:23]1)[CH2:19][C:20]([CH3:27])([CH3:26])[CH2:21]2. The yield is 1.00. (4) The product is [C:11]1([C:9]2[S:10][C:6]([C:4](=[O:5])[CH3:25])=[C:7]([N:17]3[CH2:18][CH2:19][CH2:20][CH2:21][CH2:22]3)[N:8]=2)[CH:12]=[CH:13][CH:14]=[CH:15][CH:16]=1. The yield is 0.720. The reactants are CON(C)[C:4]([C:6]1[S:10][C:9]([C:11]2[CH:16]=[CH:15][CH:14]=[CH:13][CH:12]=2)=[N:8][C:7]=1[N:17]1[CH2:22][CH2:21][CH2:20][CH2:19][CH2:18]1)=[O:5].[Li][CH3:25].[Li+].[Br-]. The catalyst is C1COCC1.